From a dataset of Catalyst prediction with 721,799 reactions and 888 catalyst types from USPTO. Predict which catalyst facilitates the given reaction. (1) Reactant: [H-].[H-].[H-].[H-].[Li+].[Al+3].OS(O)(=O)=O.[Br:12][C:13]1[CH:14]=[C:15]2[C:19](=[CH:20][CH:21]=1)[C:18](=O)[NH:17][C:16]2=O. Product: [Br:12][C:13]1[CH:14]=[C:15]2[C:19](=[CH:20][CH:21]=1)[CH2:18][NH:17][CH2:16]2. The catalyst class is: 1. (2) Reactant: [Cl:1][C:2]1[CH:7]=[CH:6][C:5]([C:8]2[CH:9]=[C:10]3[C:16]([C:17]([C:19]4[C:20]([F:47])=[C:21]([N:26]([C:33](=[O:46])[C@@H:34]([NH:38]C(=O)OC(C)(C)C)[CH:35]([CH3:37])[CH3:36])[S:27]([CH2:30][CH2:31][CH3:32])(=[O:29])=[O:28])[CH:22]=[CH:23][C:24]=4[F:25])=[O:18])=[CH:15][NH:14][C:11]3=[N:12][CH:13]=2)=[CH:4][CH:3]=1.Cl. Product: [ClH:1].[NH2:38][C@@H:34]([CH:35]([CH3:36])[CH3:37])[C:33]([N:26]([C:21]1[CH:22]=[CH:23][C:24]([F:25])=[C:19]([C:17]([C:16]2[C:10]3[C:11](=[N:12][CH:13]=[C:8]([C:5]4[CH:4]=[CH:3][C:2]([Cl:1])=[CH:7][CH:6]=4)[CH:9]=3)[NH:14][CH:15]=2)=[O:18])[C:20]=1[F:47])[S:27]([CH2:30][CH2:31][CH3:32])(=[O:28])=[O:29])=[O:46]. The catalyst class is: 25. (3) Reactant: [Cl:1][C:2]1[N:7]=[CH:6][C:5]([CH2:8][NH:9][CH2:10][CH2:11]O)=[CH:4][CH:3]=1.[CH3:13][O:14][C:15]1[CH:22]=[CH:21][C:18]([CH:19]=O)=[CH:17][CH:16]=1.C(O[BH-](OC(=O)C)OC(=O)C)(=[O:25])C.[Na+].S([O-])([O-])(=O)=O.[Mg+2]. Product: [Cl:1][C:2]1[N:7]=[CH:6][C:5]([CH2:8][N:9]([CH:10]([OH:25])[CH3:11])[CH2:19][C:18]2[CH:21]=[CH:22][C:15]([O:14][CH3:13])=[CH:16][CH:17]=2)=[CH:4][CH:3]=1. The catalyst class is: 26.